From a dataset of Peptide-MHC class I binding affinity with 185,985 pairs from IEDB/IMGT. Regression. Given a peptide amino acid sequence and an MHC pseudo amino acid sequence, predict their binding affinity value. This is MHC class I binding data. (1) The binding affinity (normalized) is 0.179. The MHC is HLA-B45:01 with pseudo-sequence HLA-B45:01. The peptide sequence is YDFVLVGPC. (2) The peptide sequence is RVMAIFMAL. The MHC is BoLA-AW10 with pseudo-sequence BoLA-AW10. The binding affinity (normalized) is 0.0641.